Dataset: Full USPTO retrosynthesis dataset with 1.9M reactions from patents (1976-2016). Task: Predict the reactants needed to synthesize the given product. (1) Given the product [Br:1][CH2:2][CH2:3][CH2:4][CH2:5][C:6]([CH3:16])([CH3:9])[CH2:7][OH:8], predict the reactants needed to synthesize it. The reactants are: [Br:1][CH2:2][CH2:3][CH2:4][CH2:5][C:6]([CH3:16])([C:9]1C=CC(C)=CC=1)[CH2:7][OH:8].[Li+].[BH4-].CO. (2) Given the product [CH3:1][O:2][C:3]1[CH:8]=[C:7]([O:9][CH3:10])[CH:6]=[CH:5][C:4]=1[C:11]1[O:18][C:24]2[CH:25]=[CH:26][C:21]([C:20]([F:29])([F:28])[F:19])=[CH:22][C:23]=2[C:12]=1[C:13]([O:15][CH2:16][CH3:17])=[O:14], predict the reactants needed to synthesize it. The reactants are: [CH3:1][O:2][C:3]1[CH:8]=[C:7]([O:9][CH3:10])[CH:6]=[CH:5][C:4]=1[C:11](=[O:18])[CH2:12][C:13]([O:15][CH2:16][CH3:17])=[O:14].[F:19][C:20]([F:29])([F:28])[C:21]1[CH:26]=[CH:25][C:24](O)=[CH:23][CH:22]=1. (3) The reactants are: O[C@H:2]1[CH2:6][CH2:5][N:4]([C:7]2[CH:29]=[CH:28][C:10]([C:11]([NH:13][C:14]3[CH:19]=[CH:18][CH:17]=[CH:16][C:15]=3[NH:20]C(=O)OC(C)(C)C)=[O:12])=[CH:9][CH:8]=2)[CH2:3]1.[CH2:30]([N:32]=[C:33]=[O:34])[CH3:31].C(C(CCCC)C([O-])=[O:39])C.[Sn+2].C(C(CCCC)C([O-])=O)C. Given the product [CH2:30]([NH:32][C:33](=[O:39])[O:34][C@H:6]1[CH2:2][CH2:3][N:4]([C:7]2[CH:29]=[CH:28][C:10]([C:11](=[O:12])[NH:13][C:14]3[CH:19]=[CH:18][CH:17]=[CH:16][C:15]=3[NH2:20])=[CH:9][CH:8]=2)[CH2:5]1)[CH3:31], predict the reactants needed to synthesize it. (4) Given the product [CH3:15][O:14][C:11]1[N:10]2[N:16]=[C:17]([C:19]([F:22])([F:21])[F:20])[N:18]=[C:9]2[C:8]([C:5]2[CH:4]=[CH:3][C:2](=[O:23])[NH:7][N:6]=2)=[CH:13][CH:12]=1, predict the reactants needed to synthesize it. The reactants are: Cl[C:2]1[N:7]=[N:6][C:5]([C:8]2[C:9]3[N:10]([N:16]=[C:17]([C:19]([F:22])([F:21])[F:20])[N:18]=3)[C:11]([O:14][CH3:15])=[CH:12][CH:13]=2)=[CH:4][CH:3]=1.[OH2:23]. (5) Given the product [F:1][C:2]1[CH:3]=[CH:4][C:5]([C:8]2[O:9][CH:10]=[C:11]([CH2:13][CH2:14][NH:15][C:28](=[O:29])[C:27]3[CH:31]=[C:23]([C:20]4[N:19]=[C:18]([C:17]([F:33])([F:32])[F:16])[O:22][N:21]=4)[CH:24]=[N:25][CH:26]=3)[N:12]=2)=[CH:6][CH:7]=1, predict the reactants needed to synthesize it. The reactants are: [F:1][C:2]1[CH:7]=[CH:6][C:5]([C:8]2[O:9][CH:10]=[C:11]([CH2:13][CH2:14][NH2:15])[N:12]=2)=[CH:4][CH:3]=1.[F:16][C:17]([F:33])([F:32])[C:18]1[O:22][N:21]=[C:20]([C:23]2[CH:24]=[N:25][CH:26]=[C:27]([CH:31]=2)[C:28](O)=[O:29])[N:19]=1. (6) Given the product [C:1]([C:3]1[C:4]([O:32][CH3:33])=[C:5]([CH2:13][N:14]([CH3:31])[C:15](=[O:30])[CH:16]([N:17]2[CH2:18][CH2:19][N:20]([CH2:34][CH3:35])[CH2:21][CH2:22]2)[C:23]2[CH:24]=[CH:25][C:26]([F:29])=[CH:27][CH:28]=2)[C:6]2[C:11]([CH:12]=1)=[CH:10][CH:9]=[CH:8][CH:7]=2)#[N:2], predict the reactants needed to synthesize it. The reactants are: [C:1]([C:3]1[C:4]([O:32][CH3:33])=[C:5]([CH2:13][N:14]([CH3:31])[C:15](=[O:30])[CH:16]([C:23]2[CH:28]=[CH:27][C:26]([F:29])=[CH:25][CH:24]=2)[N:17]2[CH2:22][CH2:21][NH:20][CH2:19][CH2:18]2)[C:6]2[C:11]([CH:12]=1)=[CH:10][CH:9]=[CH:8][CH:7]=2)#[N:2].[CH:34](=O)[CH3:35].C([NH+](CC)CC)C. (7) Given the product [OH:1][CH2:2][CH2:3][C:4]1[N:5]([CH2:26][C:27]([OH:29])=[O:28])[C:6]([CH3:25])=[C:7]([CH2:10][C:11]2[CH:16]=[CH:15][C:14]([S:17]([N:20]3[CH2:24][CH2:23][CH2:22][CH2:21]3)(=[O:18])=[O:19])=[CH:13][CH:12]=2)[C:8]=1[CH3:9], predict the reactants needed to synthesize it. The reactants are: [OH:1][CH2:2][CH2:3][C:4]1[N:5]([CH2:26][C:27]([O:29]CC)=[O:28])[C:6]([CH3:25])=[C:7]([CH2:10][C:11]2[CH:16]=[CH:15][C:14]([S:17]([N:20]3[CH2:24][CH2:23][CH2:22][CH2:21]3)(=[O:19])=[O:18])=[CH:13][CH:12]=2)[C:8]=1[CH3:9].[Li+].[OH-].